From a dataset of Forward reaction prediction with 1.9M reactions from USPTO patents (1976-2016). Predict the product of the given reaction. (1) Given the reactants Cl[C:2]1[CH:7]=[C:6]([Cl:8])[N:5]=[CH:4][N:3]=1.CCN(C(C)C)C(C)C.Cl.[F:19][C:20]([F:28])([F:27])[CH:21]1[CH2:26][CH2:25][NH:24][CH2:23][CH2:22]1, predict the reaction product. The product is: [Cl:8][C:6]1[CH:7]=[C:2]([N:24]2[CH2:25][CH2:26][CH:21]([C:20]([F:28])([F:27])[F:19])[CH2:22][CH2:23]2)[N:3]=[CH:4][N:5]=1. (2) Given the reactants C(NC(C)C)(C)C.C([Li])CCC.[CH2:13]([CH:15]([CH2:20][CH2:21][CH2:22][CH3:23])[C:16]([O:18][CH3:19])=[O:17])[CH3:14].[CH2:24]=[O:25], predict the reaction product. The product is: [CH3:19][O:18][C:16](=[O:17])[C:15]([CH2:13][CH3:14])([CH2:24][OH:25])[CH2:20][CH2:21][CH2:22][CH3:23]. (3) Given the reactants COCCN(S(F)(F)F)CCOC.O[CH2:15][CH2:16][CH:17]([NH:24][C:25]([C:27]1[N:28]([CH3:44])[C:29]([C:38]2[CH:43]=[CH:42][CH:41]=[CH:40][CH:39]=2)=[N:30][C:31]=1[C:32]1[CH:37]=[CH:36][CH:35]=[CH:34][CH:33]=1)=[O:26])[C:18]1[CH:23]=[CH:22][CH:21]=[CH:20][CH:19]=1.C([O-])(O)=O.[Na+], predict the reaction product. The product is: [C:18]1([CH:17]([NH:24][C:25]([C:27]2[N:28]([CH3:44])[C:29]([C:38]3[CH:43]=[CH:42][CH:41]=[CH:40][CH:39]=3)=[N:30][C:31]=2[C:32]2[CH:33]=[CH:34][CH:35]=[CH:36][CH:37]=2)=[O:26])[CH:16]=[CH2:15])[CH:19]=[CH:20][CH:21]=[CH:22][CH:23]=1. (4) Given the reactants [OH:1][C:2]1[CH:9]=[CH:8][C:5]([CH2:6]O)=[CH:4][C:3]=1[O:10][CH3:11].[C-:12]#[N:13].[Na+].[C:15]1([C:21]#[C:22][CH2:23]OS(C2C=CC(C)=CC=2)(=O)=O)[CH:20]=[CH:19][CH:18]=[CH:17][CH:16]=1.O, predict the reaction product. The product is: [CH3:11][O:10][C:3]1[CH:4]=[C:5]([CH2:6][C:12]#[N:13])[CH:8]=[CH:9][C:2]=1[O:1][CH2:23][C:22]#[C:21][C:15]1[CH:20]=[CH:19][CH:18]=[CH:17][CH:16]=1. (5) Given the reactants [C:1]1([S:7][C:8]2[CH:17]=[C:16]3[C:11]([CH2:12][CH2:13][CH2:14][C:15]3=[O:18])=[CH:10][CH:9]=2)[CH:6]=[CH:5][CH:4]=[CH:3][CH:2]=1.[OH:19]OS([O-])=O.[K+].[OH2:25], predict the reaction product. The product is: [C:1]1([S:7]([C:8]2[CH:17]=[C:16]3[C:11]([CH2:12][CH2:13][CH2:14][C:15]3=[O:18])=[CH:10][CH:9]=2)(=[O:19])=[O:25])[CH:6]=[CH:5][CH:4]=[CH:3][CH:2]=1. (6) Given the reactants [Li+].[BH4-].C[O:4][C:5](=O)[C:6]([NH:30][C:31](=[O:33])[CH3:32])([CH2:11][CH:12]1[C:20]2[C:15](=[CH:16][C:17]([CH2:21][CH2:22][CH2:23][CH2:24][CH2:25][CH2:26][CH2:27][CH3:28])=[CH:18][CH:19]=2)[CH2:14][C:13]1=[O:29])[C:7](OC)=[O:8], predict the reaction product. The product is: [OH:4][CH2:5][C:6]([NH:30][C:31](=[O:33])[CH3:32])([CH2:7][OH:8])[CH2:11][CH:12]1[C:20]2[C:15](=[CH:16][C:17]([CH2:21][CH2:22][CH2:23][CH2:24][CH2:25][CH2:26][CH2:27][CH3:28])=[CH:18][CH:19]=2)[CH2:14][CH:13]1[OH:29].